Dataset: Experimentally validated miRNA-target interactions with 360,000+ pairs, plus equal number of negative samples. Task: Binary Classification. Given a miRNA mature sequence and a target amino acid sequence, predict their likelihood of interaction. (1) The miRNA is hsa-miR-154-3p with sequence AAUCAUACACGGUUGACCUAUU. The protein sequence of the target gene is MCHTSCSSGCQPACCAPSPCQPACCVPSSCQASCCVPVGCQSSVCVPVSFKPAVCLPVSCQSSVCVPMSFKSAVCVPVSCQSSVCVPVSCRPIVCAAPSCQSSLCVPVSCRPVVYAAPSCQSSGCCQPSCTSVLCRPISYSISSCC. Result: 0 (no interaction). (2) The miRNA is hsa-miR-7109-3p with sequence CAAGCCUCUCCUGCCCUUCCAG. The protein sequence of the target gene is MESSSSDYYNKDNEEESLLANVASLRHELKITEWSLQSLGEELSSVSPSENSDYAPNPSRSEKLILDVQPSHPGLLNYSPYENVCKISGSSTDFQKKPRDKMFSSSAPVDQEIKSLREKLNKLRQQNACLVTQNHSLMTKFESIHFELTQSRAKVSMLESAQQQAASVPILEEQIINLEAEVSAQDKVLREAENKLEQSQKMVIEKEQSLQESKEECIKLKVDLLEQTKQGKRAERQRNEALYNAEELSKAFQQYKKKVAEKLEKVQAEEEILERNLTNCEKENKRLQERCGLYKSELEI.... Result: 0 (no interaction).